Predict the reactants needed to synthesize the given product. From a dataset of Full USPTO retrosynthesis dataset with 1.9M reactions from patents (1976-2016). (1) Given the product [Cl:1][C:2]1[CH:7]=[C:6]([C:8]([N:32]2[C:33]3[C:38](=[CH:37][C:36]([F:39])=[CH:35][CH:34]=3)[C:28]3([CH2:29][CH2:30][N:25]([C:23]([O:22][C:18]([CH3:21])([CH3:20])[CH3:19])=[O:24])[CH2:26][CH2:27]3)[CH2:31]2)=[O:9])[CH:5]=[CH:4][N:3]=1, predict the reactants needed to synthesize it. The reactants are: [Cl:1][C:2]1[CH:7]=[C:6]([C:8](Cl)=[O:9])[CH:5]=[CH:4][N:3]=1.C(N(CC)CC)C.[C:18]([O:22][C:23]([N:25]1[CH2:30][CH2:29][C:28]2([C:38]3[C:33](=[CH:34][CH:35]=[C:36]([F:39])[CH:37]=3)[NH:32][CH2:31]2)[CH2:27][CH2:26]1)=[O:24])([CH3:21])([CH3:20])[CH3:19]. (2) Given the product [Cl:8][C:9]1[CH:14]=[C:13]([O:15][C:16]2[C:25]3[C:20](=[CH:21][C:22]([O:28][CH3:29])=[C:23]([O:26][CH3:27])[CH:24]=3)[N:19]=[CH:18][N:17]=2)[CH:12]=[CH:11][C:10]=1[N:30]([CH3:1])[C:31](=[O:41])[O:32][CH2:33][C:34]1[CH:39]=[CH:38][CH:37]=[CH:36][C:35]=1[CH3:40], predict the reactants needed to synthesize it. The reactants are: [CH3:1]N(C)C=O.[H-].[Na+].[Cl:8][C:9]1[CH:14]=[C:13]([O:15][C:16]2[C:25]3[C:20](=[CH:21][C:22]([O:28][CH3:29])=[C:23]([O:26][CH3:27])[CH:24]=3)[N:19]=[CH:18][N:17]=2)[CH:12]=[CH:11][C:10]=1[NH:30][C:31](=[O:41])[O:32][CH2:33][C:34]1[CH:39]=[CH:38][CH:37]=[CH:36][C:35]=1[CH3:40].CI. (3) The reactants are: CCN=C=NCCCN(C)C.[C:12]([C:15]1[NH:19][C:18]2[S:20][C:21]([Cl:23])=[CH:22][C:17]=2[CH:16]=1)([OH:14])=O.[NH2:24][CH:25]1[CH2:34][C:33]2[C:28](=[CH:29][CH:30]=[CH:31][CH:32]=2)[N:27]([CH2:35][CH2:36][S:37][CH3:38])[C:26]1=[O:39].ON1C2C=CC=CC=2N=N1. Given the product [Cl:23][C:21]1[S:20][C:18]2[NH:19][C:15]([C:12]([NH:24][CH:25]3[CH2:34][C:33]4[C:28](=[CH:29][CH:30]=[CH:31][CH:32]=4)[N:27]([CH2:35][CH2:36][S:37][CH3:38])[C:26]3=[O:39])=[O:14])=[CH:16][C:17]=2[CH:22]=1, predict the reactants needed to synthesize it. (4) Given the product [ClH:30].[N:15]1([C:13]2[N:12]=[CH:11][N:10]=[C:9]([N:8]3[C:4](=[O:3])[C:5]([N:21]4[CH:25]=[CH:24][N:23]=[N:22]4)=[CH:6][NH:7]3)[CH:14]=2)[CH2:20][CH2:19][O:18][CH2:17][CH2:16]1, predict the reactants needed to synthesize it. The reactants are: C([O:3][C:4](=O)[C:5]([N:21]1[CH:25]=[CH:24][N:23]=[N:22]1)=[CH:6][NH:7][NH:8][C:9]1[CH:14]=[C:13]([N:15]2[CH2:20][CH2:19][O:18][CH2:17][CH2:16]2)[N:12]=[CH:11][N:10]=1)C.C[O-].[Na+].[ClH:30]. (5) Given the product [Cl:8][C:7]1[C:2]([Cl:1])=[CH:3][C:4]([CH2:9][O:10][CH3:12])=[CH:5][N:6]=1, predict the reactants needed to synthesize it. The reactants are: [Cl:1][C:2]1[CH:3]=[C:4]([CH2:9][OH:10])[CH:5]=[N:6][C:7]=1[Cl:8].I[CH3:12].[H-].[Na+].[NH4+].[Cl-]. (6) Given the product [CH:3]12[CH2:9][CH2:8][CH:6]([CH:5]=[CH:4]1)[CH2:7][C:2]2=[O:16], predict the reactants needed to synthesize it. The reactants are: Cl[C:2]1(C#N)[CH2:7][CH:6]2[CH2:8][CH2:9][CH:3]1[CH:4]=[CH:5]2.[OH-].[K+].CC[O:16]C(C)=O.